From a dataset of Reaction yield outcomes from USPTO patents with 853,638 reactions. Predict the reaction yield, written as a fraction of the theoretical maximum amount of product (1.0 means a 100% yield; for example, 0.34 means a 34% yield). (1) The reactants are [C:1]([O:5][C:6]([N:8]1[CH2:16][C:15]2[C:10](=[CH:11][CH:12]=[C:13](Br)[CH:14]=2)[CH2:9]1)=[O:7])([CH3:4])([CH3:3])[CH3:2].C(P(C(C)(C)C)C1C=CC=CC=1C1C=CC=CC=1)(C)(C)C.CC(C)([O-])C.[Na+].[CH3:45][N:46]1[CH2:51][CH2:50][NH:49][CH2:48][CH2:47]1. The catalyst is CCOCC.C1C=CC(/C=C/C(/C=C/C2C=CC=CC=2)=O)=CC=1.C1C=CC(/C=C/C(/C=C/C2C=CC=CC=2)=O)=CC=1.C1C=CC(/C=C/C(/C=C/C2C=CC=CC=2)=O)=CC=1.[Pd].[Pd].C1(C)C=CC=CC=1. The product is [C:1]([O:5][C:6]([N:8]1[CH2:16][C:15]2[C:10](=[CH:11][CH:12]=[C:13]([N:49]3[CH2:50][CH2:51][N:46]([CH3:45])[CH2:47][CH2:48]3)[CH:14]=2)[CH2:9]1)=[O:7])([CH3:4])([CH3:3])[CH3:2]. The yield is 0.460. (2) The reactants are Br[CH2:2][C:3]1[C:12]([Cl:13])=[N:11][CH:10]=[CH:9][C:4]=1[C:5]([O:7]C)=O.[CH3:14][O:15][C:16]1[C:21]([CH2:22][NH2:23])=[CH:20][CH:19]=[C:18]([O:24][CH2:25][C:26]([F:29])([F:28])[F:27])[N:17]=1. No catalyst specified. The product is [Cl:13][C:12]1[C:3]2[CH2:2][N:23]([CH2:22][C:21]3[C:16]([O:15][CH3:14])=[N:17][C:18]([O:24][CH2:25][C:26]([F:27])([F:28])[F:29])=[CH:19][CH:20]=3)[C:5](=[O:7])[C:4]=2[CH:9]=[CH:10][N:11]=1. The yield is 0.800. (3) The product is [F:1][C:2]1[CH:3]=[CH:4][C:5]([CH:6]2[CH:26]([C:22]3[N:21]([CH3:20])[CH:25]=[N:24][N:23]=3)[C:29](=[O:28])[C:30]3[C:13]([C:12]([O:11][CH2:10][CH3:9])=[O:17])=[CH:14][CH:15]=[CH:16][C:8]=3[NH:7]2)=[CH:18][CH:19]=1. The catalyst is C(OCC)(=O)CC. The yield is 0.110. The reactants are [F:1][C:2]1[CH:19]=[CH:18][C:5](/[CH:6]=[N:7]/[C:8]2[CH:16]=[CH:15][CH:14]=[C:13]3[C:9]=2[CH2:10][O:11][C:12]3=[O:17])=[CH:4][CH:3]=1.[CH3:20][N:21]1[CH:25]=[N:24][N:23]=[C:22]1[CH:26]=O.[O-:28][CH2:29][CH3:30].[Na+].C(O)C. (4) The reactants are [N+:1]([C:4]1[CH:12]=[C:11]([C:13]([F:16])([F:15])[F:14])[CH:10]=[CH:9][C:5]=1[C:6]([OH:8])=[O:7])([O-])=O. The catalyst is CO.[Pd]. The product is [NH2:1][C:4]1[CH:12]=[C:11]([C:13]([F:14])([F:15])[F:16])[CH:10]=[CH:9][C:5]=1[C:6]([OH:8])=[O:7]. The yield is 0.900.